This data is from Reaction yield outcomes from USPTO patents with 853,638 reactions. The task is: Predict the reaction yield, written as a fraction of the theoretical maximum amount of product (1.0 means a 100% yield; for example, 0.34 means a 34% yield). The reactants are Br[C:2]1[CH:9]=[CH:8][CH:7]=[CH:6][C:3]=1[C:4]#[N:5].C([O:13][B:14](OC(C)C)[O:15]C(C)C)(C)C.C([Li])CCCCC.O. The catalyst is C1COCC1. The product is [C:4]([C:3]1[CH:6]=[CH:7][CH:8]=[CH:9][C:2]=1[B:14]([OH:15])[OH:13])#[N:5]. The yield is 0.550.